This data is from Full USPTO retrosynthesis dataset with 1.9M reactions from patents (1976-2016). The task is: Predict the reactants needed to synthesize the given product. (1) Given the product [Cl:1][C:2]1[CH:7]=[CH:6][C:5]([CH:8]([C:27]2[CH:36]=[CH:35][CH:34]=[C:33]3[C:28]=2[CH:29]=[CH:30][C:31]([O:37][CH3:38])=[N:32]3)[C@@H:9]([C:13]2[CH:25]=[CH:24][C:16]([C:17]([OH:19])=[O:18])=[CH:15][CH:14]=2)[CH2:10][CH2:11][CH3:12])=[CH:4][CH:3]=1, predict the reactants needed to synthesize it. The reactants are: [Cl:1][C:2]1[CH:7]=[CH:6][C:5]([C:8]([C:27]2[CH:36]=[CH:35][CH:34]=[C:33]3[C:28]=2[CH:29]=[CH:30][C:31]([O:37][CH3:38])=[N:32]3)(O)[C@@H:9]([C:13]2[CH:25]=[CH:24][C:16]([C:17]([O:19]C(C)(C)C)=[O:18])=[CH:15][CH:14]=2)[CH2:10][CH2:11][CH3:12])=[CH:4][CH:3]=1.C([SiH](CC)CC)C. (2) Given the product [CH3:7][CH:8]([CH3:24])[C:9]([NH:11][C:12]1[CH:17]=[CH:16][CH:15]=[C:14]([CH:18]2[CH2:23][CH2:22][N:21]([CH2:26][CH2:27][CH2:28][C:29]3[CH:33]=[CH:32][NH:31][CH:30]=3)[CH2:20][CH2:19]2)[CH:13]=1)=[O:10], predict the reactants needed to synthesize it. The reactants are: C([O-])([O-])=O.[K+].[K+].[CH3:7][CH:8]([CH3:24])[C:9]([NH:11][C:12]1[CH:17]=[CH:16][CH:15]=[C:14]([CH:18]2[CH2:23][CH2:22][NH:21][CH2:20][CH2:19]2)[CH:13]=1)=[O:10].Br[CH2:26][CH2:27][CH2:28][C:29]1[CH:33]=[CH:32][NH:31][CH:30]=1. (3) Given the product [CH2:29]([NH:36][C:37]([C:39]1[S:43][C:42]([N:44]2[CH2:48][CH2:47][N:46]([CH2:49][C:50]([OH:52])=[O:51])[C:45]2=[O:55])=[N:41][C:40]=1[CH3:56])=[O:38])[C:30]1[CH:35]=[CH:34][CH:33]=[CH:32][CH:31]=1, predict the reactants needed to synthesize it. The reactants are: CC1C=C(N2CCN(CC3C=CC(C(F)(F)F)=CC=3)C2=O)SC=1C(OCC)=O.[CH2:29]([NH:36][C:37]([C:39]1[S:43][C:42]([N:44]2[CH2:48][CH2:47][N:46]([CH2:49][C:50]([O:52]CC)=[O:51])[C:45]2=[O:55])=[N:41][C:40]=1[CH3:56])=[O:38])[C:30]1[CH:35]=[CH:34][CH:33]=[CH:32][CH:31]=1. (4) Given the product [CH3:1][C@H:2]1[C@:11]2([CH3:27])[C@@H:12]([O:22][C:23]([CH2:25][O:26][S:36]([CH3:35])(=[O:38])=[O:37])=[O:24])[CH2:13][C@@:14]([CH:20]=[CH2:21])([CH3:19])[C@H:15]([OH:18])[C@@H:16]([CH3:17])[C@@:5]3([C@@H:10]2[C:8](=[O:9])[CH2:7][CH2:6]3)[CH2:4][CH2:3]1, predict the reactants needed to synthesize it. The reactants are: [CH3:1][C@H:2]1[C@@:11]2([CH3:27])[C@H:12]([O:22][C:23]([CH2:25][OH:26])=[O:24])[CH2:13][C@:14]([CH:20]=[CH2:21])([CH3:19])[C@@H:15]([OH:18])[C@H:16]([CH3:17])[C@:5]3([C@@H:10]2[C:8](=[O:9])[CH2:7][CH2:6]3)[CH2:4][CH2:3]1.C(N(CC)CC)C.[CH3:35][S:36](Cl)(=[O:38])=[O:37].O. (5) The reactants are: [O:1]=[C:2]1[N:10]2[C:11]([CH2:14][CH2:15][C:16]([OH:18])=[O:17])=[N:12][N:13]=[C:9]2[N:8]([CH2:19][CH2:20][CH2:21][CH2:22][CH3:23])[C:7]2[N:6]=[CH:5][NH:4][C:3]1=2.C1C(=O)N([Br:31])C(=O)C1. Given the product [Br:31][C:5]1[NH:4][C:3]2[C:2](=[O:1])[N:10]3[C:11]([CH2:14][CH2:15][C:16]([OH:18])=[O:17])=[N:12][N:13]=[C:9]3[N:8]([CH2:19][CH2:20][CH2:21][CH2:22][CH3:23])[C:7]=2[N:6]=1, predict the reactants needed to synthesize it. (6) Given the product [N:42]1[CH:43]=[CH:44][C:39]([NH:38][C:37]2[C:36]3[C:31](=[CH:32][CH:33]=[CH:34][CH:35]=3)[NH:30][C:29]=2[C:27]([OH:28])=[O:26])=[CH:40][CH:41]=1, predict the reactants needed to synthesize it. The reactants are: C(OC(C1NC2C(C=1N)=CC=CC=2)=O)C.Cl.ClC1C=CN=CC=1.C([O:26][C:27]([C:29]1[NH:30][C:31]2[C:36]([C:37]=1[NH:38][C:39]1[CH:44]=[CH:43][N:42]=[CH:41][CH:40]=1)=[CH:35][CH:34]=[CH:33][CH:32]=2)=[O:28])C.ClC1C=CN=CC=1. (7) Given the product [Cl:47][C:48]1[CH:53]=[CH:52][C:51]([N:54]([S:55]([C:58]2[CH:63]=[CH:62][C:61]([O:64][CH3:65])=[C:60]([O:66][CH3:67])[CH:59]=2)(=[O:57])=[O:56])[C@@H:35]2[CH2:39][CH2:38][N:37]([C:40]([O:42][C:43]([CH3:46])([CH3:45])[CH3:44])=[O:41])[CH2:36]2)=[C:50]([CH2:68][C:69]2[CH:74]=[CH:73][CH:72]=[CH:71][N:70]=2)[CH:49]=1, predict the reactants needed to synthesize it. The reactants are: CC(OC(/N=N/C(OC(C)C)=O)=O)C.C1(P(C2C=CC=CC=2)C2C=CC=CC=2)C=CC=CC=1.O[C@H:35]1[CH2:39][CH2:38][N:37]([C:40]([O:42][C:43]([CH3:46])([CH3:45])[CH3:44])=[O:41])[CH2:36]1.[Cl:47][C:48]1[CH:53]=[CH:52][C:51]([NH:54][S:55]([C:58]2[CH:63]=[CH:62][C:61]([O:64][CH3:65])=[C:60]([O:66][CH3:67])[CH:59]=2)(=[O:57])=[O:56])=[C:50]([CH2:68][C:69]2[CH:74]=[CH:73][CH:72]=[CH:71][N:70]=2)[CH:49]=1.